From a dataset of Catalyst prediction with 721,799 reactions and 888 catalyst types from USPTO. Predict which catalyst facilitates the given reaction. (1) Reactant: [Br:1][C:2]1[C:3]([O:26]C)=[C:4]2[C:8](=[CH:9][CH:10]=1)[N:7]([C:11]1[CH:16]=[CH:15][C:14]([O:17]CC3C=CC=CC=3)=[C:13]([F:25])[CH:12]=1)[N:6]=[CH:5]2.B(Br)(Br)Br.O.C(OCC)(=O)C. Product: [Br:1][C:2]1[CH:10]=[CH:9][C:8]2[N:7]([C:11]3[CH:16]=[CH:15][C:14]([OH:17])=[C:13]([F:25])[CH:12]=3)[N:6]=[CH:5][C:4]=2[C:3]=1[OH:26]. The catalyst class is: 4. (2) Reactant: [CH3:1][C:2]1[N:10]=[C:9](Cl)[CH:8]=[CH:7][C:3]=1[C:4]([NH2:6])=[O:5].[C:12]1([OH:18])[CH:17]=[CH:16][CH:15]=[CH:14][CH:13]=1.C(=O)([O-])[O-].[K+].[K+]. Product: [CH3:1][C:2]1[N:10]=[C:9]([O:18][C:12]2[CH:17]=[CH:16][CH:15]=[CH:14][CH:13]=2)[CH:8]=[CH:7][C:3]=1[C:4]([NH2:6])=[O:5]. The catalyst class is: 18. (3) Reactant: O[CH:2]=[C:3]1[C:11]2[C:6](=[CH:7][CH:8]=[C:9]([C:12]([C:14]3[CH:19]=[CH:18][C:17]([NH:20][C:21](=[O:23])[CH3:22])=[CH:16][CH:15]=3)=[O:13])[CH:10]=2)[NH:5][C:4]1=[O:24].[NH2:25][C:26]1[CH:31]=[CH:30][C:29]([N:32]2[CH2:37][CH2:36][O:35][CH2:34][CH2:33]2)=[CH:28][CH:27]=1. Product: [N:32]1([C:29]2[CH:28]=[CH:27][C:26]([NH:25][CH:2]=[C:3]3[C:11]4[C:6](=[CH:7][CH:8]=[C:9]([C:12]([C:14]5[CH:19]=[CH:18][C:17]([NH:20][C:21](=[O:23])[CH3:22])=[CH:16][CH:15]=5)=[O:13])[CH:10]=4)[NH:5][C:4]3=[O:24])=[CH:31][CH:30]=2)[CH2:37][CH2:36][O:35][CH2:34][CH2:33]1. The catalyst class is: 1. (4) Reactant: Cl[C:2]1[C:7]2[C:8](=[O:22])[N:9]([CH2:11][C:12]3[CH:17]=[CH:16][C:15]([O:18][CH3:19])=[CH:14][C:13]=3[O:20][CH3:21])[CH2:10][C:6]=2[C:5]([F:23])=[C:4]([NH:24][C@H:25]2[CH2:30][CH2:29][CH2:28][CH2:27][C@H:26]2[NH:31][C:32](=[O:38])[O:33][C:34]([CH3:37])([CH3:36])[CH3:35])[N:3]=1.[CH3:39][N:40]1[CH:44]=[C:43](B2OC(C)(C)C(C)(C)O2)[CH:42]=[N:41]1.C(=O)([O-])[O-].[Na+].[Na+]. Product: [CH3:21][O:20][C:13]1[CH:14]=[C:15]([O:18][CH3:19])[CH:16]=[CH:17][C:12]=1[CH2:11][N:9]1[CH2:10][C:6]2[C:5]([F:23])=[C:4]([NH:24][C@H:25]3[CH2:30][CH2:29][CH2:28][CH2:27][C@H:26]3[NH:31][C:32](=[O:38])[O:33][C:34]([CH3:37])([CH3:36])[CH3:35])[N:3]=[C:2]([C:43]3[CH:42]=[N:41][N:40]([CH3:39])[CH:44]=3)[C:7]=2[C:8]1=[O:22]. The catalyst class is: 628. (5) Reactant: Cl[C:2]1[N:7]=[C:6]([NH:8][C:9]2[N:14]=[CH:13][C:12]3[N:15]=[C:16]([CH3:21])[N:17]([CH:18]([CH3:20])[CH3:19])[C:11]=3[CH:10]=2)[CH:5]=[CH:4][N:3]=1.Cl.[C:23]([O:27][C:28](=[O:32])[CH2:29][CH2:30][NH2:31])([CH3:26])([CH3:25])[CH3:24].C(N(CC)C(C)C)(C)C. Product: [C:23]([O:27][C:28](=[O:32])[CH2:29][CH2:30][NH:31][C:2]1[N:7]=[C:6]([NH:8][C:9]2[N:14]=[CH:13][C:12]3[N:15]=[C:16]([CH3:21])[N:17]([CH:18]([CH3:20])[CH3:19])[C:11]=3[CH:10]=2)[CH:5]=[CH:4][N:3]=1)([CH3:26])([CH3:25])[CH3:24]. The catalyst class is: 32. (6) Reactant: [Cl:1][C:2]1[CH:3]=[CH:4][C:5]([O:26]CC2C=CC=CC=2)=[C:6]([C:8]2[CH2:12][CH2:11][CH2:10][C:9]=2[C:13]2[CH:14]=[C:15]([C:19](NC(C)(C)C)=[O:20])[N:16]=[N:17][CH:18]=2)[CH:7]=1.[CH2:34](O)[CH3:35].S(=O)(=O)(O)[OH:38].O. Product: [Cl:1][C:2]1[CH:3]=[CH:4][C:5]([OH:26])=[C:6]([C:8]2[CH2:12][CH2:11][CH2:10][C:9]=2[C:13]2[CH:14]=[C:15]([C:19]([O:20][CH2:34][CH3:35])=[O:38])[N:16]=[N:17][CH:18]=2)[CH:7]=1. The catalyst class is: 809. (7) Reactant: [C:1]([O:5][C:6](=[O:15])[NH:7][C:8]1[CH:13]=[CH:12][C:11]([Cl:14])=[CH:10][CH:9]=1)([CH3:4])([CH3:3])[CH3:2].C([Li])(CC)C.[CH:21]([C:23]1[C:31]2[O:30][CH2:29][CH2:28][C:27]=2[CH:26]=[CH:25][CH:24]=1)=[O:22].[Cl-].[NH4+]. Product: [Cl:14][C:11]1[CH:10]=[CH:9][C:8]([NH:7][C:6](=[O:15])[O:5][C:1]([CH3:4])([CH3:2])[CH3:3])=[C:13]([CH:21]([C:23]2[C:31]3[O:30][CH2:29][CH2:28][C:27]=3[CH:26]=[CH:25][CH:24]=2)[OH:22])[CH:12]=1. The catalyst class is: 7.